Dataset: Forward reaction prediction with 1.9M reactions from USPTO patents (1976-2016). Task: Predict the product of the given reaction. (1) Given the reactants [ClH:1].Cl.[CH:3]1([N:7]2[CH2:13][CH2:12][CH2:11][NH:10][CH2:9][CH2:8]2)[CH2:6][CH2:5][CH2:4]1.[F:14][C:15]1[CH:20]=[CH:19][C:18]([C:21]2[N:22]=[C:23]([C:26]3[CH:34]=[CH:33][C:29]([C:30](O)=[O:31])=[CH:28][CH:27]=3)[S:24][CH:25]=2)=[CH:17][CH:16]=1, predict the reaction product. The product is: [ClH:1].[CH:3]1([N:7]2[CH2:13][CH2:12][CH2:11][N:10]([C:30]([C:29]3[CH:28]=[CH:27][C:26]([C:23]4[S:24][CH:25]=[C:21]([C:18]5[CH:19]=[CH:20][C:15]([F:14])=[CH:16][CH:17]=5)[N:22]=4)=[CH:34][CH:33]=3)=[O:31])[CH2:9][CH2:8]2)[CH2:6][CH2:5][CH2:4]1. (2) The product is: [C:25]([C:23]1[N:24]=[C:20]([C:18]([NH:17][C:14]2[CH:15]=[CH:16][C:11]([C:5]3([C:3]([OH:4])=[O:2])[CH2:6][CH2:7][O:8][CH2:9][CH2:10]3)=[CH:12][C:13]=2[C:27]2[CH2:32][CH2:31][C:30]([CH3:34])([CH3:33])[CH2:29][CH:28]=2)=[O:19])[NH:21][CH:22]=1)#[N:26]. Given the reactants C[O:2][C:3]([C:5]1([C:11]2[CH:16]=[CH:15][C:14]([NH:17][C:18]([C:20]3[NH:21][CH:22]=[C:23]([C:25]#[N:26])[N:24]=3)=[O:19])=[C:13]([C:27]3[CH2:32][CH2:31][C:30]([CH3:34])([CH3:33])[CH2:29][CH:28]=3)[CH:12]=2)[CH2:10][CH2:9][O:8][CH2:7][CH2:6]1)=[O:4].[OH-].[Na+].O, predict the reaction product. (3) Given the reactants [Si:1]([O:8][C@@H:9]1[C@@:31]2([CH3:32])[C:13](=[CH:14][CH:15]=[C:16]3[C@@H:30]2[CH2:29][CH2:28][C@@:27]2([CH3:33])[C@H:17]3[CH2:18][CH:19]=[C:20]2[C@H:21]([CH2:23][CH2:24][C:25]#[CH:26])[CH3:22])[CH2:12][C@@H:11]([O:34][Si:35]([C:38]([CH3:41])([CH3:40])[CH3:39])([CH3:37])[CH3:36])[CH2:10]1)([C:4]([CH3:7])([CH3:6])[CH3:5])([CH3:3])[CH3:2].C([Li])CCC.[CH3:47][CH2:48][C:49](=[O:52])[CH2:50][CH3:51], predict the reaction product. The product is: [Si:1]([O:8][C@@H:9]1[C@@:31]2([CH3:32])[C:13](=[CH:14][CH:15]=[C:16]3[C@@H:30]2[CH2:29][CH2:28][C@@:27]2([CH3:33])[C@H:17]3[CH2:18][CH:19]=[C:20]2[C@H:21]([CH2:23][CH2:24][C:25]#[C:26][C:49]([CH2:50][CH3:51])([OH:52])[CH2:48][CH3:47])[CH3:22])[CH2:12][C@@H:11]([O:34][Si:35]([C:38]([CH3:40])([CH3:39])[CH3:41])([CH3:36])[CH3:37])[CH2:10]1)([C:4]([CH3:7])([CH3:6])[CH3:5])([CH3:3])[CH3:2]. (4) Given the reactants [CH:1]([C:3]1[CH:16]=[CH:15][C:6]([CH:7]=[C:8]2[S:12][C:11](=[O:13])[NH:10][C:9]2=[O:14])=[CH:5][CH:4]=1)=O.[F:17][C:18]([F:28])([F:27])[C:19]1[CH:24]=[CH:23][C:22]([NH2:25])=[C:21]([NH2:26])[CH:20]=1, predict the reaction product. The product is: [O:13]=[C:11]1[NH:10][C:9](=[O:14])[C:8](=[CH:7][C:6]2[CH:15]=[CH:16][C:3]([C:1]3[NH:26][C:21]4[CH:20]=[C:19]([C:18]([F:17])([F:27])[F:28])[CH:24]=[CH:23][C:22]=4[N:25]=3)=[CH:4][CH:5]=2)[S:12]1. (5) Given the reactants C(C(CC)(CC)C[CH:5](P(O)(O)=O)[C:6]([O-:8])=[O:7])C.[H-].[Na+].[N:19]1[C:28]2[C:23](=[CH:24][CH:25]=[CH:26][CH:27]=2)[CH:22]=[CH:21][C:20]=1[CH:29]=O.[C:31]1(C)C=CC=C[CH:32]=1, predict the reaction product. The product is: [CH2:31]([O:8][C:6](=[O:7])/[CH:5]=[CH:29]/[C:20]1[CH:21]=[CH:22][C:23]2[C:28](=[CH:27][CH:26]=[CH:25][CH:24]=2)[N:19]=1)[CH3:32]. (6) Given the reactants [OH:1][C:2]1[CH:3]=[CH:4][C:5]([CH3:16])=[C:6]([NH:8][C:9](=[O:15])[O:10][C:11]([CH3:14])([CH3:13])[CH3:12])[CH:7]=1.C(=O)([O-])[O-].[Cs+].[Cs+].Br[C:24]1[CH:25]=[CH:26][C:27]([N+:30]([O-:32])=[O:31])=[N:28][CH:29]=1, predict the reaction product. The product is: [CH3:16][C:5]1[CH:4]=[CH:3][C:2]([O:1][C:24]2[CH:29]=[N:28][C:27]([N+:30]([O-:32])=[O:31])=[CH:26][CH:25]=2)=[CH:7][C:6]=1[NH:8][C:9](=[O:15])[O:10][C:11]([CH3:12])([CH3:13])[CH3:14]. (7) Given the reactants [Br:1][C:2]1[CH:3]=[C:4]([N+]([O-])=O)[C:5]([C:8]#[N:9])=[N:6][CH:7]=1.[CH3:13][O:14][C:15]1[CH:16]=[C:17]([SH:21])[CH:18]=[CH:19][CH:20]=1.CN(C=O)C.[H-].[Na+], predict the reaction product. The product is: [Br:1][C:2]1[CH:3]=[C:4]([S:21][C:17]2[CH:18]=[CH:19][CH:20]=[C:15]([O:14][CH3:13])[CH:16]=2)[C:5]([C:8]#[N:9])=[N:6][CH:7]=1. (8) Given the reactants [F:1][C:2]([F:43])([F:42])[C:3]1[CH:8]=[CH:7][C:6]([CH2:9][CH2:10][C:11]2[N:12]([C:16]3[CH:21]=[CH:20][C:19]([NH:22][C:23]4[CH:32]=[CH:31][C:30]5[C:25](=[CH:26][CH:27]=[CH:28][CH:29]=5)[C:24]=4[NH:33][C:34](=[O:41])[CH2:35][C:36]([O:38]CC)=O)=[CH:18][CH:17]=3)[CH:13]=[CH:14][N:15]=2)=[CH:5][CH:4]=1.[N+](C1C2C(=CC=CC=2)C=CC=1NC1C=CC(N)=CC=1)([O-])=O.FC(F)(F)C1C=CC(CCC(O)=O)=CC=1.O=C(NC1C2C(=CC=CC=2)C=CC=1NC1C=CC=C(N2C(CCC3C=CC=CN=3)=NN=N2)C=1)C(OCC)=O.Cl.FC(F)(F)C1C=CC=CC=1CN1C=CN=C1C1C=CC(N2C(=O)CC(=O)NC3C4C(C=CC2=3)=CC=CC=4)=CC=1.N1C=CC=CC=1CCC1N(C2C=C(NC3C(N)=CC=C4C=3C=CC=C4)C=CC=2)N=NN=1.Cl.N1C=CC=CC=1CCC1N(C2C=C(N3C4C=CC5C=CC=CC=5C=4NC(=O)C3=O)C=CC=2)N=NN=1, predict the reaction product. The product is: [F:43][C:2]([F:42])([F:1])[C:3]1[CH:4]=[CH:5][C:6]([CH2:9][CH2:10][C:11]2[N:12]([C:16]3[CH:17]=[CH:18][C:19]([N:22]4[C:36](=[O:38])[CH2:35][C:34](=[O:41])[NH:33][C:24]5[C:25]6[C:30]([CH:31]=[CH:32][C:23]4=5)=[CH:29][CH:28]=[CH:27][CH:26]=6)=[CH:20][CH:21]=3)[CH:13]=[CH:14][N:15]=2)=[CH:7][CH:8]=1.